Task: Predict the product of the given reaction.. Dataset: Forward reaction prediction with 1.9M reactions from USPTO patents (1976-2016) (1) The product is: [F:32][CH:2]([F:1])[O:3][C:4]1[C:9]2[O:10][C:11]3[CH:16]=[CH:15][C:14]([NH:17][S:18]([CH3:21])(=[O:20])=[O:19])=[CH:13][C:12]=3[C:8]=2[C:7]([C:22]2[O:23][CH:24]=[C:25]([C:27]([OH:29])=[O:28])[N:26]=2)=[CH:6][CH:5]=1. Given the reactants [F:1][CH:2]([F:32])[O:3][C:4]1[C:9]2[O:10][C:11]3[CH:16]=[CH:15][C:14]([NH:17][S:18]([CH3:21])(=[O:20])=[O:19])=[CH:13][C:12]=3[C:8]=2[C:7]([C:22]2[O:23][CH:24]=[C:25]([C:27]([O:29]CC)=[O:28])[N:26]=2)=[CH:6][CH:5]=1.[OH-].[K+], predict the reaction product. (2) The product is: [C:22]([C:26]1[CH:27]=[CH:28][C:29]2[C:30]([N:31]=1)=[N:32][N:33]1[C:4](=[O:21])[CH:5]=[C:6]([CH:8]3[CH2:9][CH2:10][N:11]([C:14]([O:16][C:17]([CH3:18])([CH3:19])[CH3:20])=[O:15])[CH2:12][CH2:13]3)[NH:35][C:34]=21)([CH3:25])([CH3:23])[CH3:24]. Given the reactants C(O[C:4](=[O:21])[CH2:5][C:6]([CH:8]1[CH2:13][CH2:12][N:11]([C:14]([O:16][C:17]([CH3:20])([CH3:19])[CH3:18])=[O:15])[CH2:10][CH2:9]1)=O)C.[C:22]([C:26]1[N:31]=[C:30]2[NH:32][N:33]=[C:34]([NH2:35])[C:29]2=[CH:28][CH:27]=1)([CH3:25])([CH3:24])[CH3:23].P([O-])([O-])([O-])=O.[K+].[K+].[K+], predict the reaction product. (3) The product is: [CH3:1][N:2]1[C:10](=[O:11])[C:9]2[NH:8][C:7](/[CH:12]=[CH:13]/[C:14]([O:16][CH2:25][CH3:26])=[O:15])=[N:6][C:5]=2[N:4]([CH3:17])[C:3]1=[O:18]. Given the reactants [CH3:1][N:2]1[C:10](=[O:11])[C:9]2[NH:8][C:7](/[CH:12]=[CH:13]/[C:14]([OH:16])=[O:15])=[N:6][C:5]=2[N:4]([CH3:17])[C:3]1=[O:18].S(=O)(=O)(O)O.O.[CH2:25](O)[CH3:26], predict the reaction product.